From a dataset of Reaction yield outcomes from USPTO patents with 853,638 reactions. Predict the reaction yield, written as a fraction of the theoretical maximum amount of product (1.0 means a 100% yield; for example, 0.34 means a 34% yield). (1) The reactants are [Br:1][C:2]1[CH:9]=[CH:8][C:5]([NH:6][CH3:7])=[C:4]([N+:10]([O-:12])=[O:11])[C:3]=1F.C(=O)([O-])[O-].[Cs+].[Cs+].[C:20]1([SH:26])[CH:25]=[CH:24][CH:23]=[CH:22][CH:21]=1. The catalyst is CN(C)C=O.C(OCC)(=O)C.O. The product is [Br:1][C:2]1[CH:9]=[CH:8][C:5]([NH:6][CH3:7])=[C:4]([N+:10]([O-:12])=[O:11])[C:3]=1[S:26][C:20]1[CH:25]=[CH:24][CH:23]=[CH:22][CH:21]=1. The yield is 0.970. (2) The reactants are O[CH:2]([C:4]1[C:12]2[O:11][CH2:10][CH:9]([C:13]3[CH:18]=[CH:17][C:16]([CH:19]([CH3:21])[CH3:20])=[CH:15][CH:14]=3)[C:8]=2[C:7]([CH3:22])=[C:6]([NH:23][C:24](=[O:30])[CH2:25][C:26]([CH3:29])([CH3:28])[CH3:27])[C:5]=1[CH3:31])[CH3:3].FC(F)(F)C(O)=O.C([SiH](CC)CC)C. No catalyst specified. The product is [CH2:2]([C:4]1[C:12]2[O:11][CH2:10][CH:9]([C:13]3[CH:18]=[CH:17][C:16]([CH:19]([CH3:20])[CH3:21])=[CH:15][CH:14]=3)[C:8]=2[C:7]([CH3:22])=[C:6]([NH:23][C:24](=[O:30])[CH2:25][C:26]([CH3:27])([CH3:29])[CH3:28])[C:5]=1[CH3:31])[CH3:3]. The yield is 0.520. (3) The reactants are [OH:1][C:2]1[CH:11]=[C:10]2[C:5]([C:6](=[O:20])[N:7]([CH2:12][C:13]([O:15][C:16]([CH3:19])([CH3:18])[CH3:17])=[O:14])[CH:8]=[N:9]2)=[CH:4][C:3]=1[O:21][CH3:22].Br[CH2:24][CH2:25][CH2:26][OH:27].C(=O)([O-])[O-].[K+].[K+]. The catalyst is CN(C)C=O. The product is [OH:27][CH2:26][CH2:25][CH2:24][O:1][C:2]1[CH:11]=[C:10]2[C:5]([C:6](=[O:20])[N:7]([CH2:12][C:13]([O:15][C:16]([CH3:17])([CH3:18])[CH3:19])=[O:14])[CH:8]=[N:9]2)=[CH:4][C:3]=1[O:21][CH3:22]. The yield is 0.410.